The task is: Predict the reactants needed to synthesize the given product.. This data is from Full USPTO retrosynthesis dataset with 1.9M reactions from patents (1976-2016). (1) The reactants are: [CH3:1][C:2]1[CH:8]=[CH:7][C:6]([C:9]2[N:10]=[C:11]3[N:16]([CH:17]=2)[N:15]=[C:14]([C:18]2[C:19]([C:24]([F:27])([F:26])[F:25])=[N:20][CH:21]=[CH:22][CH:23]=2)[CH:13]=[CH:12]3)=[CH:5][C:3]=1[NH2:4].[Br:28][C:29]1[CH:30]=[C:31]([CH:35]=[CH:36][CH:37]=1)[C:32](Cl)=[O:33].N1C=CC=CC=1. Given the product [Br:28][C:29]1[CH:30]=[C:31]([CH:35]=[CH:36][CH:37]=1)[C:32]([NH:4][C:3]1[CH:5]=[C:6]([C:9]2[N:10]=[C:11]3[N:16]([CH:17]=2)[N:15]=[C:14]([C:18]2[C:19]([C:24]([F:25])([F:27])[F:26])=[N:20][CH:21]=[CH:22][CH:23]=2)[CH:13]=[CH:12]3)[CH:7]=[CH:8][C:2]=1[CH3:1])=[O:33], predict the reactants needed to synthesize it. (2) Given the product [CH3:1][O:2][C:3]1[CH:4]=[C:5]2[C:9](=[CH:10][C:11]=1[O:12][CH3:13])[N:8]([CH3:14])[CH:7]=[C:6]2[C:15]1[NH:25][C:18]2[N:19]=[CH:20][CH:21]=[C:22]([C:23]#[N:24])[C:17]=2[CH:16]=1, predict the reactants needed to synthesize it. The reactants are: [CH3:1][O:2][C:3]1[CH:4]=[C:5]2[C:9](=[CH:10][C:11]=1[O:12][CH3:13])[N:8]([CH3:14])[CH:7]=[C:6]2[C:15]1[N:25](S(C2C=CC(C)=CC=2)(=O)=O)[C:18]2[N:19]=[CH:20][CH:21]=[C:22]([C:23]#[N:24])[C:17]=2[CH:16]=1.[OH-].[K+]. (3) Given the product [NH2:12][C:7]1[C:6]2[C:2]([C:15]#[C:14][CH2:13][O:16][C:17]3[CH:22]=[CH:21][CH:20]=[CH:19][CH:18]=3)=[CH:3][S:4][C:5]=2[C:10](/[CH:24]=[CH:23]/[C:28]([NH:44][CH3:47])=[O:50])=[CH:9][N:8]=1, predict the reactants needed to synthesize it. The reactants are: Br[C:2]1[C:6]2[C:7]([NH2:12])=[N:8][CH:9]=[C:10](I)[C:5]=2[S:4][CH:3]=1.[CH2:13]([O:16][C:17]1[CH:22]=[CH:21][CH:20]=[CH:19][CH:18]=1)[C:14]#[CH:15].[CH:23]1[CH:28]=CC(P(C2C=CC=CC=2)C2C=CC=CC=2)=C[CH:24]=1.CC[N:44]([CH2:47]C)CC.C[O:50]CCOC.O.C(O)C. (4) Given the product [CH3:1][C:2]1([CH3:9])[O:6][CH:5]([CH2:7][NH:8][S:10]([Cl:13])(=[O:12])=[O:11])[CH2:4][O:3]1, predict the reactants needed to synthesize it. The reactants are: [CH3:1][C:2]1([CH3:9])[O:6][CH:5]([CH2:7][NH2:8])[CH2:4][O:3]1.[S:10](Cl)([Cl:13])(=[O:12])=[O:11]. (5) Given the product [N:7]1([CH:3]([C:13]2[S:12][CH:16]=[CH:15][CH:14]=2)[C:2]([OH:6])=[O:5])[CH2:11][CH2:10][CH2:9][CH2:8]1, predict the reactants needed to synthesize it. The reactants are: O.[C:2]([OH:6])(=[O:5])[CH:3]=O.[NH:7]1[CH2:11][CH2:10][CH2:9][CH2:8]1.[S:12]1[CH:16]=[CH:15][CH:14]=[C:13]1B(O)O. (6) Given the product [CH:22]([N:19]1[CH2:20][CH2:21][N:16]([C:14]([C:11]2[CH:12]=[CH:13][C:8]([C:4]3[CH:5]=[N:6][CH:7]=[C:2]([B:30]4[O:34][C:33]([CH3:36])([CH3:35])[C:32]([CH3:38])([CH3:37])[O:31]4)[CH:3]=3)=[CH:9][CH:10]=2)=[O:15])[CH2:17][CH2:18]1)([CH3:24])[CH3:23], predict the reactants needed to synthesize it. The reactants are: Br[C:2]1[CH:3]=[C:4]([C:8]2[CH:13]=[CH:12][C:11]([C:14]([N:16]3[CH2:21][CH2:20][N:19]([CH:22]([CH3:24])[CH3:23])[CH2:18][CH2:17]3)=[O:15])=[CH:10][CH:9]=2)[CH:5]=[N:6][CH:7]=1.C([O-])(=O)C.[K+].[B:30]1([B:30]2[O:34][C:33]([CH3:36])([CH3:35])[C:32]([CH3:38])([CH3:37])[O:31]2)[O:34][C:33]([CH3:36])([CH3:35])[C:32]([CH3:38])([CH3:37])[O:31]1.C(Cl)Cl.